Task: Predict the reaction yield, written as a fraction of the theoretical maximum amount of product (1.0 means a 100% yield; for example, 0.34 means a 34% yield).. Dataset: Reaction yield outcomes from USPTO patents with 853,638 reactions The reactants are Br[CH2:2][C:3]1[CH:12]=[CH:11][C:6]([C:7]([O:9][CH3:10])=[O:8])=[CH:5][CH:4]=1.[C-:13]#[N:14].[Na+]. The catalyst is [Br-].C([N+](C)(C)C)CCCCCCCCCCCCCCC.C1C=CC=CC=1.O. The product is [CH3:10][O:9][C:7](=[O:8])[C:6]1[CH:11]=[CH:12][C:3]([CH2:2][C:13]#[N:14])=[CH:4][CH:5]=1. The yield is 0.600.